From a dataset of Full USPTO retrosynthesis dataset with 1.9M reactions from patents (1976-2016). Predict the reactants needed to synthesize the given product. (1) Given the product [NH2:22][CH2:21][C@H:4]1[C@H:5]2[N:6]([C:7]3[CH:14]=[CH:13][C:12]([N:15]4[CH:19]=[CH:18][O:17][C:16]4=[O:20])=[CH:11][C:8]=3[O:9][CH2:10]2)[C:2](=[O:1])[O:3]1, predict the reactants needed to synthesize it. The reactants are: [O:1]=[C:2]1[N:6]2[C:7]3[CH:14]=[CH:13][C:12]([N:15]4[CH:19]=[CH:18][O:17][C:16]4=[O:20])=[CH:11][C:8]=3[O:9][CH2:10][C@H:5]2[C@H:4]([CH2:21][N:22]2C(=O)C3C(=CC=CC=3)C2=O)[O:3]1. (2) Given the product [Br:1][C:2]1[CH:3]=[CH:4][CH:5]=[C:6]([N:8]=[C:15]=[S:16])[N:7]=1, predict the reactants needed to synthesize it. The reactants are: [Br:1][C:2]1[N:7]=[C:6]([NH2:8])[CH:5]=[CH:4][CH:3]=1.C(=O)(O)[O-].[Na+].O.[C:15](Cl)(Cl)=[S:16]. (3) Given the product [CH:12]([C@@H:7]1[C:6]([O:15][CH3:16])=[N:5][C@@:4]([CH3:17])([CH2:3][CH2:2][N:18]2[CH2:22][CH2:21][CH2:20][CH2:19]2)[C:9]([O:10][CH3:11])=[N:8]1)([CH3:14])[CH3:13], predict the reactants needed to synthesize it. The reactants are: Br[CH2:2][CH2:3][C@@:4]1([CH3:17])[C:9]([O:10][CH3:11])=[N:8][C@H:7]([CH:12]([CH3:14])[CH3:13])[C:6]([O:15][CH3:16])=[N:5]1.[NH:18]1[CH2:22][CH2:21][CH2:20][CH2:19]1. (4) Given the product [Cl:17][C:4]1[CH:3]=[C:2]([C:22]2[CH:23]=[CH:24][C:19]([Cl:18])=[C:20]([F:28])[CH:21]=2)[C:10]2[N:9]3[CH2:11][CH2:12][NH:13][C:14](=[O:15])[C:8]3=[C:7]([CH3:16])[C:6]=2[CH:5]=1, predict the reactants needed to synthesize it. The reactants are: Br[C:2]1[C:10]2[N:9]3[CH2:11][CH2:12][NH:13][C:14](=[O:15])[C:8]3=[C:7]([CH3:16])[C:6]=2[CH:5]=[C:4]([Cl:17])[CH:3]=1.[Cl:18][C:19]1[CH:24]=[CH:23][C:22](B(O)O)=[CH:21][C:20]=1[F:28]. (5) Given the product [CH3:36][C@H:28]1[N:29]([CH:33]([CH3:35])[CH3:34])[C@@H:30]([CH3:32])[CH2:31][N:26]([CH2:25][C:22]2[O:21][C:20]([C:4]3[CH:3]=[C:2]([C:53]4[CH:54]=[C:49]([NH:48][S:45]([C:39]5[CH:40]=[CH:41][C:42]([F:44])=[CH:43][C:38]=5[F:37])(=[O:47])=[O:46])[C:50]([O:64][CH3:65])=[N:51][CH:52]=4)[CH:10]=[C:9]4[C:5]=3[CH:6]=[N:7][NH:8]4)=[N:24][N:23]=2)[CH2:27]1, predict the reactants needed to synthesize it. The reactants are: Br[C:2]1[CH:10]=[C:9]2[C:5]([CH:6]=[N:7][N:8]2S(C2C=CC=CC=2)(=O)=O)=[C:4]([C:20]2[O:21][C:22]([CH2:25][N:26]3[CH2:31][C@H:30]([CH3:32])[N:29]([CH:33]([CH3:35])[CH3:34])[C@H:28]([CH3:36])[CH2:27]3)=[N:23][N:24]=2)[CH:3]=1.[F:37][C:38]1[CH:43]=[C:42]([F:44])[CH:41]=[CH:40][C:39]=1[S:45]([NH:48][C:49]1[C:50]([O:64][CH3:65])=[N:51][CH:52]=[C:53](B2OC(C)(C)C(C)(C)O2)[CH:54]=1)(=[O:47])=[O:46].[O-]P([O-])([O-])=O.[K+].[K+].[K+].[OH-].[Na+]. (6) Given the product [CH3:46][S:47]([O:1][CH2:2][CH2:3][O:4][C@H:5]1[CH2:10][CH2:9][C@H:8]([N:11]2[C:16](=[O:17])[C:15]([CH2:18][C:19]3[CH:24]=[CH:23][C:22]([C:25]4[CH:30]=[CH:29][CH:28]=[CH:27][C:26]=4[C:31]#[N:32])=[CH:21][CH:20]=3)=[C:14]([CH2:33][CH2:34][CH3:35])[N:13]3[N:36]=[CH:37][N:38]=[C:12]23)[CH2:7][CH2:6]1)(=[O:49])=[O:48], predict the reactants needed to synthesize it. The reactants are: [OH:1][CH2:2][CH2:3][O:4][C@H:5]1[CH2:10][CH2:9][C@H:8]([N:11]2[C:16](=[O:17])[C:15]([CH2:18][C:19]3[CH:24]=[CH:23][C:22]([C:25]4[C:26]([C:31]#[N:32])=[CH:27][CH:28]=[CH:29][CH:30]=4)=[CH:21][CH:20]=3)=[C:14]([CH2:33][CH2:34][CH3:35])[N:13]3[N:36]=[CH:37][N:38]=[C:12]23)[CH2:7][CH2:6]1.C(N(CC)CC)C.[CH3:46][S:47](Cl)(=[O:49])=[O:48]. (7) The reactants are: [I:1][C:2]1[CH:3]=[C:4]([CH:8]=[CH:9][CH:10]=1)[C:5]([OH:7])=[O:6].[CH3:11][C:12](OC(OC(O[C:12]([CH3:14])([CH3:13])[CH3:11])=O)=O)([CH3:14])[CH3:13]. Given the product [I:1][C:2]1[CH:3]=[C:4]([CH:8]=[CH:9][CH:10]=1)[C:5]([O:7][C:12]([CH3:14])([CH3:13])[CH3:11])=[O:6], predict the reactants needed to synthesize it.